The task is: Predict which catalyst facilitates the given reaction.. This data is from Catalyst prediction with 721,799 reactions and 888 catalyst types from USPTO. The catalyst class is: 25. Reactant: Cl.[Cl:2][C:3]1[N:4]=[C:5]([C:16]2[CH:37]=[CH:36][C:19]([O:20][CH2:21][CH2:22][CH:23]3[CH2:28][CH2:27][N:26](C(OC(C)(C)C)=O)[CH2:25][CH2:24]3)=[C:18]([C:38]([F:41])([F:40])[F:39])[CH:17]=2)[C:6]2[CH:11]=[CH:10][N:9]([CH2:12][CH2:13][O:14][CH3:15])[C:7]=2[N:8]=1. Product: [ClH:2].[Cl:2][C:3]1[N:4]=[C:5]([C:16]2[CH:37]=[CH:36][C:19]([O:20][CH2:21][CH2:22][CH:23]3[CH2:28][CH2:27][NH:26][CH2:25][CH2:24]3)=[C:18]([C:38]([F:39])([F:40])[F:41])[CH:17]=2)[C:6]2[CH:11]=[CH:10][N:9]([CH2:12][CH2:13][O:14][CH3:15])[C:7]=2[N:8]=1.